Dataset: Reaction yield outcomes from USPTO patents with 853,638 reactions. Task: Predict the reaction yield, written as a fraction of the theoretical maximum amount of product (1.0 means a 100% yield; for example, 0.34 means a 34% yield). (1) The reactants are C([O:3][C:4](=O)[C:5]1[CH:10]=[C:9]([O:11][CH2:12][C:13]2[N:14]=[C:15]([C:19]3[CH:24]=[CH:23][CH:22]=[CH:21][CH:20]=3)[O:16][C:17]=2[CH3:18])[CH:8]=[C:7]([O:25][CH2:26][CH3:27])[CH:6]=1)C.[H-].[Li+].[Al+3].[H-].[H-].[H-].O.O.O.O.O.O.O.O.O.O.[O-]S([O-])(=O)=O.[Na+].[Na+]. The catalyst is O1CCCC1. The product is [CH2:26]([O:25][C:7]1[CH:6]=[C:5]([CH:10]=[C:9]([O:11][CH2:12][C:13]2[N:14]=[C:15]([C:19]3[CH:20]=[CH:21][CH:22]=[CH:23][CH:24]=3)[O:16][C:17]=2[CH3:18])[CH:8]=1)[CH2:4][OH:3])[CH3:27]. The yield is 0.920. (2) The reactants are Br[C:2]1[CH:3]=[N:4][N:5]2[CH:10]=[CH:9][C:8]([N:11]3[C@@H:15]([C:16]4[CH:21]=[CH:20][C:19]([F:22])=[CH:18][CH:17]=4)[CH2:14][O:13][C:12]3=[O:23])=[N:7][C:6]=12.[C:24]([O:28][C:29]([C:31]1[CH:36]=[CH:35][C:34](B(O)O)=[CH:33][CH:32]=1)=[O:30])([CH3:27])([CH3:26])[CH3:25].C([O-])([O-])=O.[Na+].[Na+].C1(P(C2CCCCC2)C2C=CC=CC=2C2C(C(C)C)=CC(C(C)C)=CC=2C(C)C)CCCCC1. The catalyst is O1CCOCC1.C1C=CC(/C=C/C(/C=C/C2C=CC=CC=2)=O)=CC=1.C1C=CC(/C=C/C(/C=C/C2C=CC=CC=2)=O)=CC=1.C1C=CC(/C=C/C(/C=C/C2C=CC=CC=2)=O)=CC=1.[Pd].[Pd]. The product is [F:22][C:19]1[CH:20]=[CH:21][C:16]([C@H:15]2[CH2:14][O:13][C:12](=[O:23])[N:11]2[C:8]2[CH:9]=[CH:10][N:5]3[N:4]=[CH:3][C:2]([C:34]4[CH:35]=[CH:36][C:31]([C:29]([O:28][C:24]([CH3:25])([CH3:26])[CH3:27])=[O:30])=[CH:32][CH:33]=4)=[C:6]3[N:7]=2)=[CH:17][CH:18]=1. The yield is 0.590. (3) The reactants are Cl[C:2]1[CH:3]=[CH:4][C:5]2[N:6]([C:8]([CH3:25])=[C:9]([C:11]3[CH:12]=[CH:13][C:14]([CH3:24])=[C:15]([NH:17][C:18](=[O:23])[C:19]([CH3:22])([CH3:21])[CH3:20])[CH:16]=3)[N:10]=2)[N:7]=1.[F:26][C:27]1[CH:32]=[CH:31][C:30](B(O)O)=[CH:29][CH:28]=1.C([O-])([O-])=O.[Na+].[Na+].CC(O)C. The catalyst is O. The product is [F:26][C:27]1[CH:32]=[CH:31][CH:30]=[CH:29][C:28]=1[C:2]1[CH:3]=[CH:4][C:5]2[N:6]([C:8]([CH3:25])=[C:9]([C:11]3[CH:12]=[CH:13][C:14]([CH3:24])=[C:15]([NH:17][C:18](=[O:23])[C:19]([CH3:22])([CH3:21])[CH3:20])[CH:16]=3)[N:10]=2)[N:7]=1. The yield is 0.620. (4) The reactants are [NH2:1][C:2]1[C:11]([F:12])=[CH:10][C:5]([C:6]([O:8][CH3:9])=[O:7])=[C:4]([F:13])[CH:3]=1.[I:14][C:15]1[CH:20]=[CH:19][C:18]([S:21](Cl)(=[O:23])=[O:22])=[CH:17][CH:16]=1. No catalyst specified. The product is [F:13][C:4]1[CH:3]=[C:2]([NH:1][S:21]([C:18]2[CH:19]=[CH:20][C:15]([I:14])=[CH:16][CH:17]=2)(=[O:23])=[O:22])[C:11]([F:12])=[CH:10][C:5]=1[C:6]([O:8][CH3:9])=[O:7]. The yield is 0.890.